This data is from Catalyst prediction with 721,799 reactions and 888 catalyst types from USPTO. The task is: Predict which catalyst facilitates the given reaction. (1) Reactant: [Cl:1][C:2]1[CH:3]=[CH:4][C:5]2[N:6]=[C:7]([CH2:20]Cl)[N:8]3[C:16]4[CH:15]=[CH:14][CH:13]=[C:12]([F:17])[C:11]=4[CH:10]=[C:9]3[C:18]=2[N:19]=1.[CH3:22][S:23]([O:25][Na])=[O:24].OP([O-])([O-])=O.[K+].[K+].O. Product: [Cl:1][C:2]1[CH:3]=[CH:4][C:5]2[N:6]=[C:7]([CH2:20][S:23]([CH3:22])(=[O:25])=[O:24])[N:8]3[C:16]4[CH:15]=[CH:14][CH:13]=[C:12]([F:17])[C:11]=4[CH:10]=[C:9]3[C:18]=2[N:19]=1. The catalyst class is: 3. (2) Reactant: O[O:2][S:3]([O-:5])=O.[K+].CS[C:9]1[CH:14]=[CH:13][C:12]([NH:15][C:16]2[CH:25]=[C:24]([N:26]3[CH:30]=[CH:29][C:28]([C:31]([F:34])([F:33])[F:32])=[N:27]3)[C:23]3[C:18](=[CH:19][CH:20]=[CH:21][CH:22]=3)[N:17]=2)=[CH:11][CH:10]=1.[CH3:35]C(C)=O. The catalyst class is: 6. Product: [CH3:35][S:3]([C:9]1[CH:14]=[CH:13][C:12]([NH:15][C:16]2[CH:25]=[C:24]([N:26]3[CH:30]=[CH:29][C:28]([C:31]([F:33])([F:32])[F:34])=[N:27]3)[C:23]3[C:18](=[CH:19][CH:20]=[CH:21][CH:22]=3)[N:17]=2)=[CH:11][CH:10]=1)(=[O:5])=[O:2].